Dataset: Full USPTO retrosynthesis dataset with 1.9M reactions from patents (1976-2016). Task: Predict the reactants needed to synthesize the given product. (1) Given the product [C:1]([O:5][C:6]([N:8]1[CH2:9][CH2:10][CH:11]([CH2:14][O:15][C:16]2[CH:21]=[CH:20][CH:19]=[CH:18][C:17]=2[NH:22][S:24]([CH3:23])(=[O:26])=[O:25])[CH2:12][CH2:13]1)=[O:7])([CH3:4])([CH3:2])[CH3:3], predict the reactants needed to synthesize it. The reactants are: [C:1]([O:5][C:6]([N:8]1[CH2:13][CH2:12][CH:11]([CH2:14][O:15][C:16]2[CH:21]=[CH:20][CH:19]=[CH:18][C:17]=2[NH2:22])[CH2:10][CH2:9]1)=[O:7])([CH3:4])([CH3:3])[CH3:2].[CH3:23][S:24](Cl)(=[O:26])=[O:25]. (2) Given the product [S:24]1[C:23]2[C:18](=[N:19][CH:20]=[CH:21][CH:22]=2)[CH:17]=[C:16]1[N:5]1[CH2:6][C@H:1]2[CH2:7][C@@H:4]1[CH2:3][N:2]2[C:8]([O:10][C:11]([CH3:14])([CH3:13])[CH3:12])=[O:9], predict the reactants needed to synthesize it. The reactants are: [C@@H:1]12[CH2:7][C@@H:4]([NH:5][CH2:6]1)[CH2:3][N:2]2[C:8]([O:10][C:11]([CH3:14])([CH3:13])[CH3:12])=[O:9].Br[C:16]1[S:24][C:23]2[C:18](=[N:19][CH:20]=[CH:21][CH:22]=2)[CH:17]=1.